Predict which catalyst facilitates the given reaction. From a dataset of Catalyst prediction with 721,799 reactions and 888 catalyst types from USPTO. (1) Reactant: [F:1][C:2]1[C:11]([F:12])=[CH:10][C:9]([CH:13]=O)=[C:8]2[C:3]=1[C:4](=[O:16])[CH:5]=[C:6]([CH3:15])[O:7]2.[C:17]([CH:19]=[C:20]([O-])[CH3:21])#[N:18].[Na+].[NH2:24]/[C:25](/[CH3:34])=[CH:26]\[C:27]([O:29][CH:30]1[CH2:33][CH2:32][CH2:31]1)=[O:28].C(O)(=O)C. Product: [C:17]([C:19]1[CH:13]([C:9]2[CH:10]=[C:11]([F:12])[C:2]([F:1])=[C:3]3[C:8]=2[O:7][C:6]([CH3:15])=[CH:5][C:4]3=[O:16])[C:26]([C:27]([O:29][CH:30]2[CH2:33][CH2:32][CH2:31]2)=[O:28])=[C:25]([CH3:34])[NH:24][C:20]=1[CH3:21])#[N:18]. The catalyst class is: 41. (2) Product: [O:1]=[C:2]1[C:11]2[C:6](=[CH:7][CH:8]=[CH:9][CH:10]=2)[C:5]2[CH2:12][C:13]3[CH:14]=[C:15]([NH:19][S:31]([CH2:30][CH2:29][CH2:28][Cl:27])(=[O:33])=[O:32])[CH:16]=[CH:17][C:18]=3[C:4]=2[NH:3]1. The catalyst class is: 3. Reactant: [O:1]=[C:2]1[C:11]2[C:6](=[CH:7][CH:8]=[CH:9][CH:10]=2)[C:5]2[CH2:12][C:13]3[CH:14]=[C:15]([NH2:19])[CH:16]=[CH:17][C:18]=3[C:4]=2[NH:3]1.C(N(CC)CC)C.[Cl:27][CH2:28][CH2:29][CH2:30][S:31](Cl)(=[O:33])=[O:32]. (3) Reactant: [F:1][C:2]1[C:3]([N:13]2[CH:17]=[C:16]([CH:18]=[O:19])[C:15]([CH3:20])=[N:14]2)=[C:4]([NH:8][C:9](=[O:12])[O:10][CH3:11])[CH:5]=[CH:6][CH:7]=1.N1C=C[CH:23]=N1.[H-].[Na+].CI. Product: [F:1][C:2]1[C:3]([N:13]2[CH:17]=[C:16]([CH:18]=[O:19])[C:15]([CH3:20])=[N:14]2)=[C:4]([N:8]([CH3:23])[C:9](=[O:12])[O:10][CH3:11])[CH:5]=[CH:6][CH:7]=1. The catalyst class is: 30.